This data is from TCR-epitope binding with 47,182 pairs between 192 epitopes and 23,139 TCRs. The task is: Binary Classification. Given a T-cell receptor sequence (or CDR3 region) and an epitope sequence, predict whether binding occurs between them. The epitope is LLLGIGILV. The TCR CDR3 sequence is CASSLASGELFF. Result: 1 (the TCR binds to the epitope).